This data is from Full USPTO retrosynthesis dataset with 1.9M reactions from patents (1976-2016). The task is: Predict the reactants needed to synthesize the given product. (1) The reactants are: [N:1]1([C:7]2[CH:12]=[CH:11][N:10]=[C:9]3[NH:13][CH:14]=[C:15]([NH:16][C:17](=[O:24])[C:18]4[CH:23]=[CH:22][CH:21]=[N:20][CH:19]=4)[C:8]=23)[CH2:6][CH2:5][NH:4][CH2:3][CH2:2]1.[C:25]([O:29][C:30]([NH:32][C@H:33]([CH:37]([CH3:39])[CH3:38])[C:34](O)=[O:35])=[O:31])([CH3:28])([CH3:27])[CH3:26].C1C=CC2N(O)N=NC=2C=1.O.CCN=C=NCCCN(C)C.CCN(C(C)C)C(C)C. Given the product [CH3:38][CH:37]([CH3:39])[C@@H:33]([NH:32][C:30](=[O:31])[O:29][C:25]([CH3:28])([CH3:27])[CH3:26])[C:34]([N:4]1[CH2:3][CH2:2][N:1]([C:7]2[CH:12]=[CH:11][N:10]=[C:9]3[NH:13][CH:14]=[C:15]([NH:16][C:17](=[O:24])[C:18]4[CH:23]=[CH:22][CH:21]=[N:20][CH:19]=4)[C:8]=23)[CH2:6][CH2:5]1)=[O:35], predict the reactants needed to synthesize it. (2) Given the product [I:8][C:7]1[C:2]([NH:18][C@@H:16]([CH:13]2[CH2:14][CH2:15][O:10][CH2:11][CH2:12]2)[CH3:17])=[N:3][CH:4]=[CH:5][CH:6]=1, predict the reactants needed to synthesize it. The reactants are: F[C:2]1[C:7]([I:8])=[CH:6][CH:5]=[CH:4][N:3]=1.[Cl-].[O:10]1[CH2:15][CH2:14][CH:13]([C@H:16]([NH3+:18])[CH3:17])[CH2:12][CH2:11]1.C(=O)([O-])[O-].[Cs+].[Cs+]. (3) The reactants are: [F:1][C:2]([F:6])([F:5])[CH2:3]I.[CH2:7]([O:9][C:10](=[O:20])[CH2:11][C:12]1[CH:17]=[CH:16][C:15]([OH:18])=[C:14]([Br:19])[CH:13]=1)[CH3:8].C(=O)([O-])[O-].[K+].[K+]. Given the product [CH2:7]([O:9][C:10](=[O:20])[CH2:11][C:12]1[CH:17]=[CH:16][C:15]([O:18][CH2:3][C:2]([F:6])([F:5])[F:1])=[C:14]([Br:19])[CH:13]=1)[CH3:8], predict the reactants needed to synthesize it. (4) Given the product [CH2:1]([O:8][N:9]([CH2:12][C:13]1([C:18]([NH:22][NH:21][C:23]2[N:28]=[C:27]([C:29]([F:31])([F:30])[F:32])[CH:26]=[CH:25][N:24]=2)=[O:20])[CH2:14][CH2:15][CH2:16][CH2:17]1)[CH:10]=[O:11])[C:2]1[CH:3]=[CH:4][CH:5]=[CH:6][CH:7]=1, predict the reactants needed to synthesize it. The reactants are: [CH2:1]([O:8][N:9]([CH2:12][C:13]1([C:18]([OH:20])=O)[CH2:17][CH2:16][CH2:15][CH2:14]1)[CH:10]=[O:11])[C:2]1[CH:7]=[CH:6][CH:5]=[CH:4][CH:3]=1.[NH:21]([C:23]1[N:28]=[C:27]([C:29]([F:32])([F:31])[F:30])[CH:26]=[CH:25][N:24]=1)[NH2:22].CN1CCOCC1.C1C=NC2N(O)N=NC=2C=1.Cl.CN(C)CCCN=C=NCC. (5) Given the product [CH:12]1([N:15]([CH:25]2[CH2:30][CH2:29][N:28]([CH2:2][C:3]3[CH:8]=[CH:7][C:6]([O:9][CH3:10])=[C:5]([CH3:11])[CH:4]=3)[CH2:27][CH2:26]2)[S:16]([C:19]2[CH:24]=[CH:23][CH:22]=[CH:21][CH:20]=2)(=[O:17])=[O:18])[CH2:14][CH2:13]1, predict the reactants needed to synthesize it. The reactants are: Br[CH2:2][C:3]1[CH:8]=[CH:7][C:6]([O:9][CH3:10])=[C:5]([CH3:11])[CH:4]=1.[CH:12]1([N:15]([CH:25]2[CH2:30][CH2:29][NH:28][CH2:27][CH2:26]2)[S:16]([C:19]2[CH:24]=[CH:23][CH:22]=[CH:21][CH:20]=2)(=[O:18])=[O:17])[CH2:14][CH2:13]1. (6) Given the product [CH2:23]([O:25][C:26]1[CH:31]=[CH:30][CH:29]=[CH:28][C:27]=1[CH2:32][CH2:33][NH:34][C:18]1[S:19]/[C:15](=[CH:14]\[C:11]2[CH:12]=[C:13]3[C:8](=[CH:9][CH:10]=2)[N:7]=[CH:6][CH:5]=[C:4]3[O:3][CH2:1][CH3:2])/[C:16](=[O:22])[N:17]=1)[CH3:24], predict the reactants needed to synthesize it. The reactants are: [CH2:1]([O:3][C:4]1[C:13]2[C:8](=[CH:9][CH:10]=[C:11]([CH:14]=[C:15]3[S:19][C:18](SC)=[N:17][C:16]3=[O:22])[CH:12]=2)[N:7]=[CH:6][CH:5]=1)[CH3:2].[CH2:23]([O:25][C:26]1[CH:31]=[CH:30][CH:29]=[CH:28][C:27]=1[CH2:32][CH2:33][NH2:34])[CH3:24].CCN(C(C)C)C(C)C. (7) Given the product [C:34]([O:33][C:31]([N:28]1[CH2:29][CH2:30][CH:25]([CH2:24][O:8][C:6]2[CH:5]=[CH:4][C:3]([C:9]3[N:10]=[CH:11][C:12]([C:15]([O:17][CH3:18])=[O:16])=[N:13][CH:14]=3)=[C:2]([F:1])[CH:7]=2)[CH2:26][CH2:27]1)=[O:32])([CH3:37])([CH3:35])[CH3:36], predict the reactants needed to synthesize it. The reactants are: [F:1][C:2]1[CH:7]=[C:6]([OH:8])[CH:5]=[CH:4][C:3]=1[C:9]1[N:10]=[CH:11][C:12]([C:15]([O:17][CH3:18])=[O:16])=[N:13][CH:14]=1.CS(O[CH2:24][CH:25]1[CH2:30][CH2:29][N:28]([C:31]([O:33][C:34]([CH3:37])([CH3:36])[CH3:35])=[O:32])[CH2:27][CH2:26]1)(=O)=O.C([O-])([O-])=O.[K+].[K+].[NH4+].[Cl-]. (8) Given the product [NH2:40][C:36]1[CH:35]=[C:34]([C:2]([F:1])([F:43])[C:3]2[C:4]3[CH:25]=[CH:24][N:23]([CH2:26][O:27][CH2:28][CH2:29][Si:30]([CH3:32])([CH3:31])[CH3:33])[C:5]=3[N:6]=[C:7]([NH:9][C:10]3[CH:11]=[CH:12][C:13]([N:16]4[CH2:17][CH2:18][N:19]([CH3:22])[CH2:20][CH2:21]4)=[CH:14][CH:15]=3)[N:8]=2)[CH:39]=[CH:38][CH:37]=1, predict the reactants needed to synthesize it. The reactants are: [F:1][C:2]([F:43])([C:34]1[CH:39]=[CH:38][CH:37]=[C:36]([N+:40]([O-])=O)[CH:35]=1)[C:3]1[C:4]2[CH:25]=[CH:24][N:23]([CH2:26][O:27][CH2:28][CH2:29][Si:30]([CH3:33])([CH3:32])[CH3:31])[C:5]=2[N:6]=[C:7]([NH:9][C:10]2[CH:15]=[CH:14][C:13]([N:16]3[CH2:21][CH2:20][N:19]([CH3:22])[CH2:18][CH2:17]3)=[CH:12][CH:11]=2)[N:8]=1.O.[Cl-].[NH4+]. (9) Given the product [CH3:1][O:2][C:3]1[CH:4]=[N:5][C:6]2[C:11]([CH:12]=1)=[C:10]([CH:13]([OH:14])[CH2:15][N:28]1[CH2:29][CH2:30][N:25]([CH2:24][CH2:23][CH2:22][S:21][C:17]3[S:16][CH:20]=[CH:19][CH:18]=3)[CH2:26][CH2:27]1)[CH:9]=[CH:8][CH:7]=2, predict the reactants needed to synthesize it. The reactants are: [CH3:1][O:2][C:3]1[CH:4]=[N:5][C:6]2[C:11]([CH:12]=1)=[C:10]([CH:13]1[CH2:15][O:14]1)[CH:9]=[CH:8][CH:7]=2.[S:16]1[CH:20]=[CH:19][CH:18]=[C:17]1[S:21][CH2:22][CH2:23][CH2:24][N:25]1[CH2:30][CH2:29][NH:28][CH2:27][CH2:26]1.Cl([O-])(=O)(=O)=O.[Li+].C(=O)([O-])[O-].[K+].[K+].